This data is from Peptide-MHC class II binding affinity with 134,281 pairs from IEDB. The task is: Regression. Given a peptide amino acid sequence and an MHC pseudo amino acid sequence, predict their binding affinity value. This is MHC class II binding data. The peptide sequence is FNNFTVSFWLRVPKV. The MHC is HLA-DQA10102-DQB10602 with pseudo-sequence HLA-DQA10102-DQB10602. The binding affinity (normalized) is 0.538.